Task: Regression. Given a peptide amino acid sequence and an MHC pseudo amino acid sequence, predict their binding affinity value. This is MHC class I binding data.. Dataset: Peptide-MHC class I binding affinity with 185,985 pairs from IEDB/IMGT (1) The peptide sequence is REMINHYQV. The MHC is HLA-B83:01 with pseudo-sequence HLA-B83:01. The binding affinity (normalized) is 0.213. (2) The peptide sequence is FTLVASVTI. The MHC is HLA-A03:01 with pseudo-sequence HLA-A03:01. The binding affinity (normalized) is 0.169. (3) The peptide sequence is RRIYDLIEL. The MHC is Mamu-A20102 with pseudo-sequence Mamu-A20102. The binding affinity (normalized) is 0.597. (4) The peptide sequence is TTFSLHYAWK. The MHC is HLA-A11:01 with pseudo-sequence HLA-A11:01. The binding affinity (normalized) is 0.819.